From a dataset of Full USPTO retrosynthesis dataset with 1.9M reactions from patents (1976-2016). Predict the reactants needed to synthesize the given product. Given the product [C:1]([C:3]1[CH:4]=[C:5]([CH:33]=[CH:34][CH:35]=1)[O:6][C:7]1[N:12]=[C:11]([O:13][C:14]2[CH:15]=[C:16]([C:25]([OH:27])=[O:26])[CH:17]=[C:18]([C:20]([OH:22])=[O:21])[CH:19]=2)[C:10]([F:30])=[C:9]([CH3:31])[C:8]=1[F:32])#[N:2], predict the reactants needed to synthesize it. The reactants are: [C:1]([C:3]1[CH:4]=[C:5]([CH:33]=[CH:34][CH:35]=1)[O:6][C:7]1[N:12]=[C:11]([O:13][C:14]2[CH:15]=[C:16]([C:25]([O:27]CC)=[O:26])[CH:17]=[C:18]([C:20]([O:22]CC)=[O:21])[CH:19]=2)[C:10]([F:30])=[C:9]([CH3:31])[C:8]=1[F:32])#[N:2].[OH-].[Li+].